From a dataset of Catalyst prediction with 721,799 reactions and 888 catalyst types from USPTO. Predict which catalyst facilitates the given reaction. The catalyst class is: 22. Reactant: [F:1][C:2]1[CH:7]=[CH:6][C:5]([C:8]2[C:18]([C:19]3[CH:24]=[CH:23][N:22]=[CH:21][N:20]=3)=[C:11]3[CH:12]=[CH:13][CH:14]=[C:15]([S:16][CH3:17])[N:10]3[N:9]=2)=[CH:4][CH:3]=1.ClC1C=CC=C(C(OO)=[O:33])C=1.CCCCCC.C(OCC)(=O)C. Product: [F:1][C:2]1[CH:3]=[CH:4][C:5]([C:8]2[C:18]([C:19]3[CH:24]=[CH:23][N:22]=[CH:21][N:20]=3)=[C:11]3[CH:12]=[CH:13][CH:14]=[C:15]([S:16]([CH3:17])=[O:33])[N:10]3[N:9]=2)=[CH:6][CH:7]=1.